From a dataset of Peptide-MHC class I binding affinity with 185,985 pairs from IEDB/IMGT. Regression. Given a peptide amino acid sequence and an MHC pseudo amino acid sequence, predict their binding affinity value. This is MHC class I binding data. (1) The peptide sequence is MAVTAAPYI. The MHC is HLA-A80:01 with pseudo-sequence HLA-A80:01. The binding affinity (normalized) is 0.0847. (2) The peptide sequence is KITTESIVIW. The MHC is HLA-B15:01 with pseudo-sequence HLA-B15:01. The binding affinity (normalized) is 0.226. (3) The peptide sequence is WYKMWRVSK. The MHC is HLA-A02:12 with pseudo-sequence HLA-A02:12. The binding affinity (normalized) is 0.0847. (4) The peptide sequence is FVAAALHNV. The MHC is HLA-A29:02 with pseudo-sequence HLA-A29:02. The binding affinity (normalized) is 0.120. (5) The peptide sequence is PELGAFFAI. The MHC is HLA-A02:12 with pseudo-sequence HLA-A02:12. The binding affinity (normalized) is 0.0847.